From a dataset of Full USPTO retrosynthesis dataset with 1.9M reactions from patents (1976-2016). Predict the reactants needed to synthesize the given product. (1) Given the product [OH:16][C:11]1[N:9]=[C:5]2[NH:4][C:3]([CH3:10])([CH3:2])[CH2:8][CH2:7][N:6]2[C:13](=[O:14])[CH:12]=1, predict the reactants needed to synthesize it. The reactants are: Br.[CH3:2][C:3]1([CH3:10])[CH2:8][CH2:7][NH:6][C:5]([NH2:9])=[N:4]1.[C:11](OCC)(=[O:16])[CH2:12][C:13]([O-])=[O:14].C[O-].[Na+]. (2) Given the product [C:25]([N:21]1[CH2:20][C:19](=[O:28])[N:18]([C:15](=[O:17])[CH3:16])/[C:23](=[CH:1]\[C:2]2[CH:7]=[CH:6][CH:5]=[CH:4][CH:3]=2)/[C:22]1=[O:24])(=[O:27])[CH3:26], predict the reactants needed to synthesize it. The reactants are: [CH:1](=O)[C:2]1[CH:7]=[CH:6][CH:5]=[CH:4][CH:3]=1.C([O-])([O-])=O.[Cs+].[Cs+].[C:15]([N:18]1[CH2:23][C:22](=[O:24])[N:21]([C:25](=[O:27])[CH3:26])[CH2:20][C:19]1=[O:28])(=[O:17])[CH3:16].C(O)(=O)CC(CC(O)=O)(C(O)=O)O.